From a dataset of Reaction yield outcomes from USPTO patents with 853,638 reactions. Predict the reaction yield, written as a fraction of the theoretical maximum amount of product (1.0 means a 100% yield; for example, 0.34 means a 34% yield). (1) The product is [Cl:1][C:2]1[CH:3]=[CH:4][C:5]2[S:9][CH:8]=[C:7]([CH2:10][CH2:11][NH:12][C:25](=[O:26])[C:24]3[CH:28]=[CH:29][CH:30]=[CH:31][C:23]=3[C:22]([F:21])([F:32])[F:33])[C:6]=2[CH:13]=1. The reactants are [Cl:1][C:2]1[CH:3]=[CH:4][C:5]2[S:9][CH:8]=[C:7]([CH2:10][CH2:11][NH2:12])[C:6]=2[CH:13]=1.C(N(CC)CC)C.[F:21][C:22]([F:33])([F:32])[C:23]1[CH:31]=[CH:30][CH:29]=[CH:28][C:24]=1[C:25](Cl)=[O:26]. The yield is 0.940. The catalyst is C1COCC1. (2) The reactants are [F:1][C:2]1[CH:7]=[CH:6][CH:5]=[CH:4][C:3]=1[N:8]1[C:16]2[C:11](=[C:12]([N:17]3[CH2:21][CH2:20][NH:19][C:18]3=[O:22])[CH:13]=[CH:14][CH:15]=2)[CH:10]=[N:9]1.[H-].[Na+].I[CH2:26][C:27]([NH2:29])=[O:28]. The catalyst is CN(C)C=O. The product is [F:1][C:2]1[CH:7]=[CH:6][CH:5]=[CH:4][C:3]=1[N:8]1[C:16]2[C:11](=[C:12]([N:17]3[CH2:21][CH2:20][N:19]([CH2:26][C:27]([NH2:29])=[O:28])[C:18]3=[O:22])[CH:13]=[CH:14][CH:15]=2)[CH:10]=[N:9]1. The yield is 0.550. (3) The reactants are [H-].[Na+].[CH3:3][O:4][C:5]1[N:10]=[CH:9][C:8]([CH2:11][CH2:12][C:13]([O:15][CH3:16])=[O:14])=[CH:7][N:6]=1.[CH:17](OC)=[O:18]. The catalyst is COCCOC. The product is [CH3:16][O:15][C:13](=[O:14])[C:12]([CH2:11][C:8]1[CH:9]=[N:10][C:5]([O:4][CH3:3])=[N:6][CH:7]=1)=[CH:17][OH:18]. The yield is 0.517. (4) The reactants are [F:1][C:2]1[CH:7]=[CH:6][C:5]([C:8]2[S:12][C:11]([CH3:13])=[N:10][C:9]=2[C:14]([OH:16])=O)=[CH:4][CH:3]=1.CN(C(ON1N=NC2C=CC=NC1=2)=[N+](C)C)C.F[P-](F)(F)(F)(F)F.C(N(CC)C(C)C)(C)C.[F:50][C:51]1[C:66]([F:67])=[CH:65][C:54]2[NH:55][C:56]([CH2:58][CH:59]3[CH2:64][CH2:63][CH2:62][CH2:61][NH:60]3)=[N:57][C:53]=2[CH:52]=1. The catalyst is CN(C=O)C. The product is [F:50][C:51]1[C:66]([F:67])=[CH:65][C:54]2[NH:55][C:56]([CH2:58][CH:59]3[CH2:64][CH2:63][CH2:62][CH2:61][N:60]3[C:14]([C:9]3[N:10]=[C:11]([CH3:13])[S:12][C:8]=3[C:5]3[CH:4]=[CH:3][C:2]([F:1])=[CH:7][CH:6]=3)=[O:16])=[N:57][C:53]=2[CH:52]=1. The yield is 0.970. (5) The reactants are C([O:3][C:4](=[O:32])[C:5]([O:8][C:9]1[CH:14]=[CH:13][C:12]([O:15][CH2:16][CH2:17][C:18]2[N:19]=[C:20]([C:24]3[CH:29]=[CH:28][C:27]([O:30][CH3:31])=[CH:26][CH:25]=3)[O:21][C:22]=2[CH3:23])=[CH:11][CH:10]=1)([CH3:7])[CH3:6])C.[OH-].[Na+]. The catalyst is C(O)C. The product is [CH3:31][O:30][C:27]1[CH:26]=[CH:25][C:24]([C:20]2[O:21][C:22]([CH3:23])=[C:18]([CH2:17][CH2:16][O:15][C:12]3[CH:11]=[CH:10][C:9]([O:8][C:5]([CH3:6])([CH3:7])[C:4]([OH:32])=[O:3])=[CH:14][CH:13]=3)[N:19]=2)=[CH:29][CH:28]=1. The yield is 1.00. (6) The reactants are COC(C1C=C(O)C2C(=C(N)C=CC=2)N=1)=O.C[O:18][C:19]([C:21]1[CH:30]=[C:29]([OH:31])[C:28]2[C:23](=[C:24]([OH:39])[CH:25]=[C:26]([C:32]3[CH:37]=[CH:36][CH:35]=[C:34]([CH3:38])[CH:33]=3)[CH:27]=2)[N:22]=1)=[O:20]. No catalyst specified. The product is [OH:31][C:29]1[C:28]2[C:23](=[C:24]([OH:39])[CH:25]=[C:26]([C:32]3[CH:37]=[CH:36][CH:35]=[C:34]([CH3:38])[CH:33]=3)[CH:27]=2)[N:22]=[C:21]([C:19]([OH:20])=[O:18])[CH:30]=1. The yield is 0.900.